This data is from Reaction yield outcomes from USPTO patents with 853,638 reactions. The task is: Predict the reaction yield, written as a fraction of the theoretical maximum amount of product (1.0 means a 100% yield; for example, 0.34 means a 34% yield). (1) The reactants are CO[C:3]1[CH:8]=[CH:7][CH:6]=[CH:5][C:4]=1[NH:9][C:10]1[C:11](=[CH:15][CH:16]=[CH:17][CH:18]=1)[C:12]([OH:14])=O.N[C@H]([C:25](C(OCC1C=CC=CC=1)=O)=[O:26])CCSC.C(=O)([O-])[O-].[Na+].[Na+]. The catalyst is O. The product is [CH3:25][O:26][C:7]1[CH:8]=[CH:3][C:4]2[NH:9][C:10]3[C:11](=[CH:15][CH:16]=[CH:17][CH:18]=3)[C:12](=[O:14])[C:5]=2[CH:6]=1. The yield is 0.970. (2) The reactants are [CH3:1][Si:2]([CH3:10])([CH3:9])[O:3][C:4]([CH3:8])([C:6]#[CH:7])[CH3:5].[Li]CCCC.[Cl:16][C:17]1[CH:28]=[CH:27][C:20]([C:21](N(OC)C)=[O:22])=[CH:19][CH:18]=1. The catalyst is C1COCC1. The product is [Cl:16][C:17]1[CH:28]=[CH:27][C:20]([C:21](=[O:22])[C:7]#[C:6][C:4]([CH3:8])([O:3][Si:2]([CH3:10])([CH3:9])[CH3:1])[CH3:5])=[CH:19][CH:18]=1. The yield is 0.570. (3) The reactants are [CH3:1][O:2][C:3]1[CH:31]=[C:30]([O:32][CH3:33])[CH:29]=[CH:28][C:4]=1[CH2:5][NH:6][C:7]1[C:8]2[CH:15]=[CH:14][N:13]([C@H:16]3[C@@H:20]4[O:21][C:22]([CH3:25])([CH3:24])[O:23][C@@H:19]4[C@@H:18]([CH2:26]O)[O:17]3)[C:9]=2[N:10]=[CH:11][N:12]=1.C1(P(C2C=CC=CC=2)C2C=CC=CC=2)C=CC=CC=1.N(C(OC(C)C)=O)=NC(OC(C)C)=O.C1C=CC(OP(OC2C=CC=CC=2)([N:76]=[N+:77]=[N-:78])=O)=CC=1.C1C=CC(P(N=[N+]=[N-])(C2C=CC=CC=2)=O)=CC=1. The catalyst is O1CCCC1. The product is [N:76]([CH2:26][C@@H:18]1[C@H:19]2[O:23][C:22]([CH3:24])([CH3:25])[O:21][C@H:20]2[C@H:16]([N:13]2[C:9]3[N:10]=[CH:11][N:12]=[C:7]([NH:6][CH2:5][C:4]4[CH:28]=[CH:29][C:30]([O:32][CH3:33])=[CH:31][C:3]=4[O:2][CH3:1])[C:8]=3[CH:15]=[CH:14]2)[O:17]1)=[N+:77]=[N-:78]. The yield is 0.830. (4) The reactants are [CH:1]([C:4]1[CH:9]=[CH:8][C:7]([CH2:10][C:11]([OH:13])=O)=[CH:6][CH:5]=1)([CH3:3])[CH3:2].[Cl-].[C:15]([CH:17]([C:19]1[CH:24]=[CH:23][CH:22]=[CH:21][CH:20]=1)[NH3+:18])#[N:16].Cl.CN(C)CCCN=C=NCC.ON1C2N=CC=CC=2N=N1.C(N(CC)CC)C. The catalyst is O.C(Cl)Cl. The product is [C:15]([CH:17]([C:19]1[CH:24]=[CH:23][CH:22]=[CH:21][CH:20]=1)[NH:18][C:11](=[O:13])[CH2:10][C:7]1[CH:6]=[CH:5][C:4]([CH:1]([CH3:2])[CH3:3])=[CH:9][CH:8]=1)#[N:16]. The yield is 0.540. (5) The reactants are C(NC(C)C)(C)C.[Li]CCCC.[C:13]([OH:18])(=[O:17])[CH:14]([CH3:16])[CH3:15].CN(P(N(C)C)(N(C)C)=O)C.[CH2:30]([O:37][C:38]1[CH:39]=[C:40]([CH:43]=[CH:44][CH:45]=1)[CH2:41]Cl)[C:31]1[CH:36]=[CH:35][CH:34]=[CH:33][CH:32]=1.Cl. The catalyst is C1COCC1.O. The product is [CH3:15][C:14]([CH3:16])([CH2:41][C:40]1[CH:43]=[CH:44][CH:45]=[C:38]([O:37][CH2:30][C:31]2[CH:36]=[CH:35][CH:34]=[CH:33][CH:32]=2)[CH:39]=1)[C:13]([OH:18])=[O:17]. The yield is 0.850. (6) The reactants are [CH:1]([S:4]([C:7]1[CH:12]=[CH:11][C:10]([C:13]2[N:14]=[CH:15][C:16]([NH2:19])=[N:17][CH:18]=2)=[CH:9][CH:8]=1)(=[O:6])=[O:5])([CH3:3])[CH3:2].[Br:20]N1C(=O)CCC1=O.O. The catalyst is CN(C=O)C. The product is [Br:20][C:15]1[C:16]([NH2:19])=[N:17][CH:18]=[C:13]([C:10]2[CH:11]=[CH:12][C:7]([S:4]([CH:1]([CH3:3])[CH3:2])(=[O:5])=[O:6])=[CH:8][CH:9]=2)[N:14]=1. The yield is 0.620.